This data is from Catalyst prediction with 721,799 reactions and 888 catalyst types from USPTO. The task is: Predict which catalyst facilitates the given reaction. (1) Reactant: [CH3:1][O:2][C:3](=[O:22])[CH2:4][C:5]1[CH:10]=[CH:9][C:8]([O:11][CH3:12])=[C:7]([O:13][CH2:14][CH2:15][N:16]2[CH2:21][CH2:20][CH2:19][CH2:18][CH2:17]2)[CH:6]=1.[CH3:23][Si]([N-][Si](C)(C)C)(C)C.[Li+].IC.C([O-])(O)=O.[Na+]. Product: [CH3:1][O:2][C:3](=[O:22])[CH:4]([C:5]1[CH:10]=[CH:9][C:8]([O:11][CH3:12])=[C:7]([O:13][CH2:14][CH2:15][N:16]2[CH2:21][CH2:20][CH2:19][CH2:18][CH2:17]2)[CH:6]=1)[CH3:23]. The catalyst class is: 49. (2) Reactant: C([O:3][CH:4](OCC)[C:5]1[N:6]=[C:7]([C:17]2[C:21]([NH:22][C:23](=[O:32])[C:24]3[C:29]([F:30])=[CH:28][CH:27]=[CH:26][C:25]=3[F:31])=[CH:20][N:19]([CH:33]3[CH2:38][CH2:37][CH2:36][CH2:35][O:34]3)[N:18]=2)[NH:8][C:9]=1[C:10]1[CH:15]=[CH:14][C:13]([F:16])=[CH:12][CH:11]=1)C.C1(C)C=CC(S(O)(=O)=O)=CC=1. Product: [F:30][C:29]1[CH:28]=[CH:27][CH:26]=[C:25]([F:31])[C:24]=1[C:23]([NH:22][C:21]1[C:17]([C:7]2[NH:8][C:9]([C:10]3[CH:15]=[CH:14][C:13]([F:16])=[CH:12][CH:11]=3)=[C:5]([CH:4]=[O:3])[N:6]=2)=[N:18][N:19]([CH:33]2[CH2:38][CH2:37][CH2:36][CH2:35][O:34]2)[CH:20]=1)=[O:32]. The catalyst class is: 21. (3) Reactant: [CH3:1][O:2][C:3]1[CH:18]=[CH:17][C:6]2[N:7]([CH2:10][C:11]3[CH:16]=[CH:15][CH:14]=[CH:13][CH:12]=3)[CH:8]=[N:9][C:5]=2[C:4]=1[C:19]([O:21]C)=[O:20].[OH-].[Na+].Cl. Product: [CH3:1][O:2][C:3]1[CH:18]=[CH:17][C:6]2[N:7]([CH2:10][C:11]3[CH:16]=[CH:15][CH:14]=[CH:13][CH:12]=3)[CH:8]=[N:9][C:5]=2[C:4]=1[C:19]([OH:21])=[O:20]. The catalyst class is: 5. (4) Product: [CH:29]1([C:26]2[CH:25]=[N:24][C:23]([NH:1][C:2]3[CH:7]=[CH:6][C:5]([C@H:8]4[O:13][CH2:12][CH2:11][N:10]([C:14]([O:16][C:17]([CH3:18])([CH3:20])[CH3:19])=[O:15])[CH2:9]4)=[C:4]([F:21])[CH:3]=3)=[N:28][CH:27]=2)[CH2:31][CH2:30]1. The catalyst class is: 12. Reactant: [NH2:1][C:2]1[CH:7]=[CH:6][C:5]([C@H:8]2[O:13][CH2:12][CH2:11][N:10]([C:14]([O:16][C:17]([CH3:20])([CH3:19])[CH3:18])=[O:15])[CH2:9]2)=[C:4]([F:21])[CH:3]=1.Cl[C:23]1[N:28]=[CH:27][C:26]([CH:29]2[CH2:31][CH2:30]2)=[CH:25][N:24]=1.C(=O)([O-])[O-].[Cs+].[Cs+].